This data is from Catalyst prediction with 721,799 reactions and 888 catalyst types from USPTO. The task is: Predict which catalyst facilitates the given reaction. (1) Product: [F:19][C:20]1[CH:21]=[C:22]([CH:26]([NH:28][C:36]([NH:32][C:6]2[CH:7]=[CH:8][C:9]([C:12]3[CH:17]=[CH:16][N:15]=[C:14]([CH3:18])[CH:13]=3)=[CH:10][CH:11]=2)=[O:41])[CH3:27])[CH:23]=[CH:24][CH:25]=1. The catalyst class is: 5. Reactant: N(C([C:6]1[CH:11]=[CH:10][C:9]([C:12]2[CH:17]=[CH:16][N:15]=[C:14]([CH3:18])[CH:13]=2)=[CH:8][CH:7]=1)=O)=[N+]=[N-].[F:19][C:20]1[CH:21]=[C:22]([CH:26]([NH2:28])[CH3:27])[CH:23]=[CH:24][CH:25]=1.C([N:32]([CH2:36]C)C(C)C)(C)C.C1C[O:41]CC1. (2) Reactant: C[O:2][C:3]([C:5]1([CH:13]=[N:14][O:15][CH2:16][C:17]2[CH:22]=[CH:21][CH:20]=[CH:19][CH:18]=2)[CH2:8][CH:7]([CH2:9][CH2:10][CH2:11][CH3:12])[CH2:6]1)=[O:4].O.[OH-].[Li+].Cl. Product: [CH2:16]([O:15][N:14]=[CH:13][C:5]1([C:3]([OH:4])=[O:2])[CH2:8][CH:7]([CH2:9][CH2:10][CH2:11][CH3:12])[CH2:6]1)[C:17]1[CH:22]=[CH:21][CH:20]=[CH:19][CH:18]=1. The catalyst class is: 20. (3) Reactant: [N+:1]([C:4]1[CH:12]=[CH:11][C:7]2[N:8]=[CH:9][O:10][C:6]=2[CH:5]=1)([O-])=O.N#N. Product: [O:10]1[C:6]2[CH:5]=[C:4]([NH2:1])[CH:12]=[CH:11][C:7]=2[N:8]=[CH:9]1. The catalyst class is: 787. (4) Reactant: C1(P(C2C=CC=CC=2)C2C=CC=CC=2)C=CC=CC=1.O[C@H:21]1[CH2:26][CH2:25][CH2:24][C@H:23]([N:27]2C(=O)C3C(=CC=CC=3)C2=O)[CH2:22]1.C(OC1C(OC2CCCCO2)=CC=C2C=1C=NN2C1CCCCO1)CC.N(C(OC(C)C)=O)=NC(OC(C)C)=O.[CH2:78]([O:81][C:82]1[C:90]([OH:91])=[CH:89][CH:88]=[C:87]2[C:83]=1[CH:84]=[N:85][NH:86]2)[CH2:79][CH3:80].CN.C(O)C. Product: [CH2:78]([O:81][C:82]1[C:90]([O:91][C@@H:21]2[CH2:26][CH2:25][CH2:24][C@H:23]([NH2:27])[CH2:22]2)=[CH:89][CH:88]=[C:87]2[C:83]=1[CH:84]=[N:85][NH:86]2)[CH2:79][CH3:80]. The catalyst class is: 7. (5) Product: [S:42]1[CH:43]=[CH:44][C:40]([C:3]2[N:4]3[C:9]([CH:8]=[CH:7][CH:6]=[CH:5]3)=[CH:1][C:2]=2[C:10]#[N:11])=[CH:41]1. Reactant: [CH:1]1[C:2]([C:10]#[N:11])=[CH:3][N:4]2[C:9]=1[CH:8]=[CH:7][CH:6]=[CH:5]2.F[B-](F)(F)F.C1(P(C2CCCC2)C2CCCC2)CCCC1.C([O-])([O-])=O.[Cs+].[Cs+].Cl[C:40]1[CH:44]=[CH:43][S:42][CH:41]=1. The catalyst class is: 718. (6) Reactant: [C:1]([O:5][C:6]([NH:8][C:9]1[N:14]=[C:13]([CH2:15][CH2:16][N:17]([C:25]2[CH:30]=[CH:29][C:28]([NH:31][C:32]([C:34]3[C:35](Cl)=[N:36][C:37]([CH3:40])=[CH:38][CH:39]=3)=[O:33])=[CH:27][CH:26]=2)[C:18](=[O:24])[O:19][C:20]([CH3:23])([CH3:22])[CH3:21])[CH:12]=[CH:11][CH:10]=1)=[O:7])([CH3:4])([CH3:3])[CH3:2].[CH3:42][CH:43]1[CH2:48][CH2:47][NH:46][CH2:45][CH2:44]1. Product: [C:1]([O:5][C:6]([NH:8][C:9]1[N:14]=[C:13]([CH2:15][CH2:16][N:17]([C:25]2[CH:30]=[CH:29][C:28]([NH:31][C:32]([C:34]3[C:35]([N:46]4[CH2:47][CH2:48][CH:43]([CH3:42])[CH2:44][CH2:45]4)=[N:36][C:37]([CH3:40])=[CH:38][CH:39]=3)=[O:33])=[CH:27][CH:26]=2)[C:18](=[O:24])[O:19][C:20]([CH3:23])([CH3:22])[CH3:21])[CH:12]=[CH:11][CH:10]=1)=[O:7])([CH3:4])([CH3:3])[CH3:2]. The catalyst class is: 7.